Dataset: Forward reaction prediction with 1.9M reactions from USPTO patents (1976-2016). Task: Predict the product of the given reaction. (1) Given the reactants [CH2:1]([O:8][C:9]1[CH:16]=[CH:15][C:12]([CH:13]=O)=[CH:11][N:10]=1)[C:2]1[CH:7]=[CH:6][CH:5]=[CH:4][CH:3]=1.[Cl-].[CH2:18]([O:20][CH:21]([P+](C1C=CC=CC=1)(C1C=CC=CC=1)C1C=CC=CC=1)[C:22]([O:24][CH2:25][CH3:26])=[O:23])[CH3:19].CN(C)C(=N)N(C)C, predict the reaction product. The product is: [CH2:1]([O:8][C:9]1[N:10]=[CH:11][C:12](/[CH:13]=[C:21](\[O:20][CH2:18][CH3:19])/[C:22]([O:24][CH2:25][CH3:26])=[O:23])=[CH:15][CH:16]=1)[C:2]1[CH:7]=[CH:6][CH:5]=[CH:4][CH:3]=1. (2) Given the reactants [NH2:1][CH2:2][C@@H:3]1[C@H:7]([OH:8])[CH2:6][N:5]([CH2:9][CH2:10][N:11]2[C:20]3[C:15](=[N:16][CH:17]=[C:18]([F:21])[CH:19]=3)[CH:14]=[CH:13][C:12]2=[O:22])[CH2:4]1.[O:23]=[C:24]1[CH2:29][O:28][C:27]2[CH:30]=[CH:31][C:32]([CH:34]=O)=[N:33][C:26]=2[NH:25]1.C(=O)([O-])[O-].[Na+].[Na+].C(O[BH-](OC(=O)C)OC(=O)C)(=O)C.[Na+].C(Cl)[Cl:57], predict the reaction product. The product is: [ClH:57].[F:21][C:18]1[CH:19]=[C:20]2[C:15]([CH:14]=[CH:13][C:12](=[O:22])[N:11]2[CH2:10][CH2:9][N:5]2[CH2:6][C@@H:7]([OH:8])[C@@H:3]([CH2:2][NH:1][CH2:34][C:32]3[CH:31]=[CH:30][C:27]4[O:28][CH2:29][C:24](=[O:23])[NH:25][C:26]=4[N:33]=3)[CH2:4]2)=[N:16][CH:17]=1. (3) The product is: [Br:1][C:2]1[CH:3]=[CH:4][C:5]([CH2:6][C:7]2[N:8]([C:25]3[CH:30]=[CH:29][C:28]([N+:31]([O-:33])=[O:32])=[CH:27][CH:26]=3)[CH:9]=[C:10]([C:12]3[CH:17]=[CH:16][C:15]([C:18]([F:19])([F:21])[F:20])=[CH:14][CH:13]=3)[N:11]=2)=[CH:22][CH:23]=1. Given the reactants [Br:1][C:2]1[CH:23]=[CH:22][C:5]([CH2:6][C:7]2[NH:8][CH:9]=[C:10]([C:12]3[CH:17]=[CH:16][C:15]([C:18]([F:21])([F:20])[F:19])=[CH:14][CH:13]=3)[N:11]=2)=[CH:4][CH:3]=1.F[C:25]1[CH:30]=[CH:29][C:28]([N+:31]([O-:33])=[O:32])=[CH:27][CH:26]=1, predict the reaction product. (4) Given the reactants [CH:1]([C:4]1[CH:8]=[C:7]([NH2:9])[N:6]([C:10]2[CH:15]=[CH:14][CH:13]=[CH:12][CH:11]=2)[N:5]=1)([CH3:3])[CH3:2].C(=O)([O-])[O-].[K+].[K+].Cl[C:23]([O:25][C:26]1[CH:31]=[CH:30][CH:29]=[CH:28][CH:27]=1)=[O:24], predict the reaction product. The product is: [CH:1]([C:4]1[CH:8]=[C:7]([NH:9][C:23](=[O:24])[O:25][C:26]2[CH:31]=[CH:30][CH:29]=[CH:28][CH:27]=2)[N:6]([C:10]2[CH:15]=[CH:14][CH:13]=[CH:12][CH:11]=2)[N:5]=1)([CH3:3])[CH3:2].